From a dataset of Full USPTO retrosynthesis dataset with 1.9M reactions from patents (1976-2016). Predict the reactants needed to synthesize the given product. (1) Given the product [Cl:1][C:2]1[CH:14]=[CH:13][CH:12]=[CH:11][C:3]=1[C:4]([NH:6][CH:7]([C:17]([OH:19])([OH:18])[C:16]([F:27])([F:26])[F:15])[C:8]([OH:10])=[O:9])=[O:5], predict the reactants needed to synthesize it. The reactants are: [Cl:1][C:2]1[CH:14]=[CH:13][CH:12]=[CH:11][C:3]=1[C:4]([NH:6][CH2:7][C:8]([OH:10])=[O:9])=[O:5].[F:15][C:16]([F:27])([F:26])[C:17]([O:19]C(=O)C(F)(F)F)=[O:18]. (2) The reactants are: Cl.[N+:2]([CH2:5][CH2:6][C:7]([OH:9])=O)([O-:4])=[O:3].[NH2:10][C@@H:11]([CH2:29][O:30][CH2:31][C:32]1[CH:37]=[CH:36][CH:35]=[CH:34][CH:33]=1)[C:12]([NH:14][C:15]1[CH:20]=[CH:19][C:18]([O:21][C:22]2[CH:27]=[CH:26][C:25]([F:28])=[CH:24][CH:23]=2)=[CH:17][CH:16]=1)=[O:13]. Given the product [CH2:31]([O:30][CH2:29][C@H:11]([NH:10][C:7](=[O:9])[CH2:6][CH2:5][N+:2]([O-:4])=[O:3])[C:12]([NH:14][C:15]1[CH:20]=[CH:19][C:18]([O:21][C:22]2[CH:27]=[CH:26][C:25]([F:28])=[CH:24][CH:23]=2)=[CH:17][CH:16]=1)=[O:13])[C:32]1[CH:37]=[CH:36][CH:35]=[CH:34][CH:33]=1, predict the reactants needed to synthesize it. (3) Given the product [NH2:9][C:8]1([C:10]2[CH:22]=[CH:21][C:13]([C:14]([O:16][C:17]([CH3:18])([CH3:19])[CH3:20])=[O:15])=[CH:12][CH:11]=2)[CH2:2][CH2:1]1, predict the reactants needed to synthesize it. The reactants are: [CH3:1][CH:2](C)[O-].[Li+].[I-].[Li+].[C:8]([C:10]1[CH:22]=[CH:21][C:13]([C:14]([O:16][C:17]([CH3:20])([CH3:19])[CH3:18])=[O:15])=[CH:12][CH:11]=1)#[N:9].C([Zn]CC)C. (4) Given the product [CH2:1]1[C:9]2[C:4](=[CH:5][CH:6]=[CH:7][CH:8]=2)[CH2:3][CH:2]1[NH:10][C:12]1[C:13]2[C:20]([CH3:21])=[CH:19][S:18][C:14]=2[N:15]=[CH:16][N:17]=1, predict the reactants needed to synthesize it. The reactants are: [CH2:1]1[C:9]2[C:4](=[CH:5][CH:6]=[CH:7][CH:8]=2)[CH2:3][CH:2]1[NH2:10].Cl[C:12]1[C:13]2[C:20]([CH3:21])=[CH:19][S:18][C:14]=2[N:15]=[CH:16][N:17]=1.CCN(CC)CC. (5) Given the product [C:21]([O:25][C:26]([N:28]1[CH2:33][CH2:32][CH:31]([CH2:34][NH:35][C:6]2[C:5]([N+:9]([O-:11])=[O:10])=[CH:4][N:3]=[C:2]([Cl:1])[CH:7]=2)[CH2:30][CH2:29]1)=[O:27])([CH3:24])([CH3:23])[CH3:22], predict the reactants needed to synthesize it. The reactants are: [Cl:1][C:2]1[CH:7]=[C:6](Cl)[C:5]([N+:9]([O-:11])=[O:10])=[CH:4][N:3]=1.C(N(C(C)C)CC)(C)C.[C:21]([O:25][C:26]([N:28]1[CH2:33][CH2:32][CH:31]([CH2:34][NH2:35])[CH2:30][CH2:29]1)=[O:27])([CH3:24])([CH3:23])[CH3:22].